Dataset: NCI-60 drug combinations with 297,098 pairs across 59 cell lines. Task: Regression. Given two drug SMILES strings and cell line genomic features, predict the synergy score measuring deviation from expected non-interaction effect. (1) Drug 1: C1=CC(=C2C(=C1NCCNCCO)C(=O)C3=C(C=CC(=C3C2=O)O)O)NCCNCCO. Drug 2: CCN(CC)CCCC(C)NC1=C2C=C(C=CC2=NC3=C1C=CC(=C3)Cl)OC. Cell line: MALME-3M. Synergy scores: CSS=45.7, Synergy_ZIP=24.1, Synergy_Bliss=25.0, Synergy_Loewe=10.7, Synergy_HSA=26.1. (2) Drug 1: COC1=C(C=C2C(=C1)N=CN=C2NC3=CC(=C(C=C3)F)Cl)OCCCN4CCOCC4. Drug 2: C1CC(C1)(C(=O)O)C(=O)O.[NH2-].[NH2-].[Pt+2]. Cell line: SR. Synergy scores: CSS=57.5, Synergy_ZIP=0.0605, Synergy_Bliss=0.574, Synergy_Loewe=-0.585, Synergy_HSA=2.50. (3) Drug 1: CC1=C2C(C(=O)C3(C(CC4C(C3C(C(C2(C)C)(CC1OC(=O)C(C(C5=CC=CC=C5)NC(=O)OC(C)(C)C)O)O)OC(=O)C6=CC=CC=C6)(CO4)OC(=O)C)O)C)O. Drug 2: C1C(C(OC1N2C=NC(=NC2=O)N)CO)O. Cell line: A549. Synergy scores: CSS=10.6, Synergy_ZIP=-3.15, Synergy_Bliss=0.0524, Synergy_Loewe=-7.41, Synergy_HSA=-0.954. (4) Drug 1: CC1=CC2C(CCC3(C2CCC3(C(=O)C)OC(=O)C)C)C4(C1=CC(=O)CC4)C. Drug 2: C1CC(C1)(C(=O)O)C(=O)O.[NH2-].[NH2-].[Pt+2]. Cell line: CCRF-CEM. Synergy scores: CSS=68.2, Synergy_ZIP=-0.189, Synergy_Bliss=1.71, Synergy_Loewe=-11.3, Synergy_HSA=3.17.